From a dataset of Forward reaction prediction with 1.9M reactions from USPTO patents (1976-2016). Predict the product of the given reaction. (1) Given the reactants [Br:1][C:2]1[CH:3]=[C:4]([CH:8]=[C:9]([O:13][CH3:14])[C:10]=1[O:11][CH3:12])[C:5]([OH:7])=O.[C:15](N)(=O)C1C=CC=CC=1, predict the reaction product. The product is: [Br:1][C:2]1[CH:3]=[C:4]([C:5](=[O:7])[CH3:15])[CH:8]=[C:9]([O:13][CH3:14])[C:10]=1[O:11][CH3:12]. (2) Given the reactants [CH2:1]([C@@:4]1([C:28]2[CH:33]=[CH:32][C:31]([F:34])=[CH:30][CH:29]=2)[O:9][C:8](=[O:10])[N:7]([C@H:11]([C:13]2[CH:18]=[CH:17][C:16](B3OC(C)(C)C(C)(C)O3)=[CH:15][CH:14]=2)[CH3:12])[CH2:6][CH2:5]1)[CH:2]=[CH2:3].Br[C:36]1[S:37][CH:38]=[CH:39][N:40]=1.[O-]S([O-])(=O)=O.[Na+].[Na+].C1COCC1, predict the reaction product. The product is: [CH2:1]([C@@:4]1([C:28]2[CH:29]=[CH:30][C:31]([F:34])=[CH:32][CH:33]=2)[O:9][C:8](=[O:10])[N:7]([C@H:11]([C:13]2[CH:18]=[CH:17][C:16]([C:36]3[S:37][CH:38]=[CH:39][N:40]=3)=[CH:15][CH:14]=2)[CH3:12])[CH2:6][CH2:5]1)[CH:2]=[CH2:3].